From a dataset of M1 muscarinic receptor antagonist screen with 61,756 compounds. Binary Classification. Given a drug SMILES string, predict its activity (active/inactive) in a high-throughput screening assay against a specified biological target. The molecule is O=c1n(c(=O)n(c2nc(n(c12)CC(OCC)=O)CN(Cc1ccccc1)Cc1ccccc1)C)C. The result is 0 (inactive).